Dataset: Catalyst prediction with 721,799 reactions and 888 catalyst types from USPTO. Task: Predict which catalyst facilitates the given reaction. (1) Reactant: [OH:1][CH2:2][CH2:3][C:4]1[CH:9]=[CH:8][C:7]([CH2:10][CH2:11][OH:12])=[CH:6][CH:5]=1.C1N2CCN(CC2)C1.[C:21]1([CH3:31])[CH:26]=[CH:25][C:24]([S:27](Cl)(=[O:29])=[O:28])=[CH:23][CH:22]=1. Product: [OH:1][CH2:2][CH2:3][C:4]1[CH:9]=[CH:8][C:7]([CH2:10][CH2:11][O:12][S:27]([C:24]2[CH:25]=[CH:26][C:21]([CH3:31])=[CH:22][CH:23]=2)(=[O:29])=[O:28])=[CH:6][CH:5]=1. The catalyst class is: 1. (2) Reactant: [NH2:1][C:2]1[CH:6]=[CH:5][NH:4][N:3]=1.C([O:9][C:10](=O)[CH:11]([Cl:15])[C:12](=O)[CH3:13])C.C(O)(=O)C. Product: [Cl:15][C:11]1[C:12]([CH3:13])=[N:1][C:2]2[N:3]([N:4]=[CH:5][CH:6]=2)[C:10]=1[OH:9]. The catalyst class is: 14.